From a dataset of Full USPTO retrosynthesis dataset with 1.9M reactions from patents (1976-2016). Predict the reactants needed to synthesize the given product. (1) Given the product [CH:1]1([CH:6]([NH:17][C:18]2[CH:23]=[CH:22][C:21]([C:24]([N:26]([CH3:34])[CH2:27][CH2:28][C:29]([OH:31])=[O:30])=[O:25])=[CH:20][CH:19]=2)[C:7]2[S:8][C:9]3[CH:16]=[CH:15][CH:14]=[CH:13][C:10]=3[C:11]=2[CH3:12])[CH2:5][CH2:4][CH2:3][CH2:2]1, predict the reactants needed to synthesize it. The reactants are: [CH:1]1([CH:6]([NH:17][C:18]2[CH:23]=[CH:22][C:21]([C:24]([N:26]([CH3:34])[CH2:27][CH2:28][C:29]([O:31]CC)=[O:30])=[O:25])=[CH:20][CH:19]=2)[C:7]2[S:8][C:9]3[CH:16]=[CH:15][CH:14]=[CH:13][C:10]=3[C:11]=2[CH3:12])[CH2:5][CH2:4][CH2:3][CH2:2]1.CCCCCC.C(O)C.C(O)C.[OH-].[Na+]. (2) Given the product [CH2:20]([C:17]1[CH:16]=[CH:15][C:14]([N:10]2[C:11]3[CH2:12][CH2:13][C:5]4[CH:4]=[C:3]([OH:2])[CH:24]=[CH:23][C:6]=4[C:7]=3[CH:8]=[N:9]2)=[CH:19][CH:18]=1)[CH2:21][CH3:22], predict the reactants needed to synthesize it. The reactants are: C[O:2][C:3]1[CH:24]=[CH:23][C:6]2[C:7]3[CH:8]=[N:9][N:10]([C:14]4[CH:19]=[CH:18][C:17]([CH2:20][CH2:21][CH3:22])=[CH:16][CH:15]=4)[C:11]=3[CH2:12][CH2:13][C:5]=2[CH:4]=1. (3) Given the product [F:2][C:3]1[CH:8]=[C:7]([N:9]2[CH:13]=[CH:12][C:11]([C:14]([O:16][CH2:17][CH3:18])=[O:15])=[N:10]2)[CH:6]=[CH:5][CH:4]=1, predict the reactants needed to synthesize it. The reactants are: [Br-].[F:2][C:3]1[CH:4]=[CH:5][CH:6]=[CH:7][CH:8]=1.[NH:9]1[CH:13]=[CH:12][C:11]([C:14]([O:16][CH2:17][CH3:18])=[O:15])=[N:10]1.C([O-])([O-])=O.[K+].[K+]. (4) Given the product [CH3:20][O:21][C:22]1[CH:29]=[CH:28][C:25]([CH2:26][NH:27][S:16]([C:14]2[S:15][C:11]([C:5]3[CH:4]=[C:3]([CH2:1][CH3:2])[C:8](=[O:9])[NH:7][C:6]=3[CH3:10])=[CH:12][CH:13]=2)(=[O:18])=[O:17])=[CH:24][CH:23]=1, predict the reactants needed to synthesize it. The reactants are: [CH2:1]([C:3]1[C:8](=[O:9])[NH:7][C:6]([CH3:10])=[C:5]([C:11]2[S:15][C:14]([S:16](Cl)(=[O:18])=[O:17])=[CH:13][CH:12]=2)[CH:4]=1)[CH3:2].[CH3:20][O:21][C:22]1[CH:29]=[CH:28][C:25]([CH2:26][NH2:27])=[CH:24][CH:23]=1. (5) Given the product [CH2:10]([O:17][C:18]1[CH:19]=[CH:20][C:21]([CH:24]=[O:25])=[CH:22][C:23]=1[C:2]1[N:3]=[N:4][CH:5]=[C:6]([O:8][CH3:9])[CH:7]=1)[C:11]1[CH:12]=[CH:13][CH:14]=[CH:15][CH:16]=1, predict the reactants needed to synthesize it. The reactants are: Cl[C:2]1[N:3]=[N:4][CH:5]=[C:6]([O:8][CH3:9])[CH:7]=1.[CH2:10]([O:17][C:18]1[CH:23]=[CH:22][C:21]([CH:24]=[O:25])=[CH:20][C:19]=1B(O)O)[C:11]1[CH:16]=[CH:15][CH:14]=[CH:13][CH:12]=1.